This data is from Forward reaction prediction with 1.9M reactions from USPTO patents (1976-2016). The task is: Predict the product of the given reaction. The product is: [NH2:1][C:2]1[N:10]=[CH:9][N:8]=[C:7]2[C:3]=1[N:4]([C:37]1[CH:38]=[CH:39][C:34]([O:27][C:28]3[CH:33]=[CH:32][CH:31]=[CH:30][CH:29]=3)=[CH:35][CH:36]=1)[C:5](=[O:26])[N:6]2[C:11]1[CH:12]=[C:13]([N:17]([CH3:25])[C:18](=[O:24])[O:19][C:20]([CH3:22])([CH3:23])[CH3:21])[CH:14]=[CH:15][CH:16]=1. Given the reactants [NH2:1][C:2]1[N:10]=[CH:9][N:8]=[C:7]2[C:3]=1[NH:4][C:5](=[O:26])[N:6]2[C:11]1[CH:12]=[C:13]([N:17]([CH3:25])[C:18](=[O:24])[O:19][C:20]([CH3:23])([CH3:22])[CH3:21])[CH:14]=[CH:15][CH:16]=1.[O:27]([C:34]1[CH:39]=[CH:38][C:37](B(O)O)=[CH:36][CH:35]=1)[C:28]1[CH:33]=[CH:32][CH:31]=[CH:30][CH:29]=1.C(N(C(C)C)CC)(C)C, predict the reaction product.